From a dataset of Forward reaction prediction with 1.9M reactions from USPTO patents (1976-2016). Predict the product of the given reaction. (1) Given the reactants C[O:2][C:3]([C:5]1[CH:10]=[CH:9][CH:8]=[CH:7][C:6]=1[NH:11][C:12]([C@H:14]1[C@H:16]([C:17]2[CH:26]=[CH:25][C:24]3[C:19](=[CH:20][CH:21]=[CH:22][CH:23]=3)[CH:18]=2)[CH2:15]1)=[O:13])=[O:4].[OH-].[Na+], predict the reaction product. The product is: [C:3]([C:5]1[CH:10]=[CH:9][CH:8]=[CH:7][C:6]=1[NH:11][C:12]([C@H:14]1[C@H:16]([C:17]2[CH:26]=[CH:25][C:24]3[C:19](=[CH:20][CH:21]=[CH:22][CH:23]=3)[CH:18]=2)[CH2:15]1)=[O:13])([OH:4])=[O:2]. (2) The product is: [CH3:1][O:2][C:3]1[CH:4]=[CH:5][C:6]([CH:9]2[C:18]3[C:13](=[CH:14][C:15]([O:19][CH2:20][CH2:21][CH2:22][N:23]4[CH2:28][CH2:27][CH2:26][CH2:25][CH2:24]4)=[CH:16][CH:17]=3)[CH2:12][N:11]([CH2:36][CH2:37][CH2:38][OH:39])[CH2:10]2)=[CH:7][CH:8]=1. Given the reactants [CH3:1][O:2][C:3]1[CH:8]=[CH:7][C:6]([CH:9]2[C:18]3[C:13](=[CH:14][C:15]([O:19][CH2:20][CH2:21][CH2:22][N:23]4[CH2:28][CH2:27][CH2:26][CH2:25][CH2:24]4)=[CH:16][CH:17]=3)[CH2:12][NH:11][CH2:10]2)=[CH:5][CH:4]=1.C([O-])([O-])=O.[K+].[K+].Br[CH2:36][CH2:37][CH2:38][OH:39], predict the reaction product. (3) Given the reactants [Br:1][C:2]1[CH:3]=[C:4]2[C:9](=[C:10]([CH:12]=[CH2:13])[CH:11]=1)[O:8][C:7]([CH3:15])([CH3:14])[CH2:6][C:5]2([CH3:17])[CH3:16].[N+](=[CH2:20])=[N-].C(OCC)(=O)C, predict the reaction product. The product is: [Br:1][C:2]1[CH:3]=[C:4]2[C:9](=[C:10]([CH:12]3[CH2:20][CH2:13]3)[CH:11]=1)[O:8][C:7]([CH3:15])([CH3:14])[CH2:6][C:5]2([CH3:17])[CH3:16]. (4) Given the reactants [Si]([O:8][CH2:9][C:10]1[S:14][CH:13]=[C:12]([C:15](=[N:17][OH:18])[NH2:16])[CH:11]=1)(C(C)(C)C)(C)C.[C:19]1([C:25]2[CH:26]=[C:27]([C:34](Cl)=O)[S:28][C:29]=2[C:30]([F:33])([F:32])[F:31])[CH:24]=[CH:23][CH:22]=[CH:21][CH:20]=1.C(N(CC)C(C)C)(C)C.[F-].C([N+](CCCC)(CCCC)CCCC)CCC, predict the reaction product. The product is: [C:19]1([C:25]2[CH:26]=[C:27]([C:34]3[O:18][N:17]=[C:15]([C:12]4[CH:11]=[C:10]([CH2:9][OH:8])[S:14][CH:13]=4)[N:16]=3)[S:28][C:29]=2[C:30]([F:33])([F:31])[F:32])[CH:20]=[CH:21][CH:22]=[CH:23][CH:24]=1. (5) The product is: [C:1]([C:3]1[CH:8]=[CH:7][C:6]([C:9]2[CH:15]=[N:22][N:21]([C:23]3[CH:38]=[CH:37][C:26]([C:27]([NH:29][CH2:30][CH:31]4[CH2:36][CH2:35][O:34][CH2:33][CH2:32]4)=[O:28])=[CH:25][N:24]=3)[C:10]=2[OH:11])=[C:5]([O:19][CH3:20])[CH:4]=1)#[N:2]. Given the reactants [C:1]([C:3]1[CH:8]=[CH:7][C:6]([C:9](=[CH:15]N(C)C)[C:10](OCC)=[O:11])=[C:5]([O:19][CH3:20])[CH:4]=1)#[N:2].[NH:21]([C:23]1[CH:38]=[CH:37][C:26]([C:27]([NH:29][CH2:30][CH:31]2[CH2:36][CH2:35][O:34][CH2:33][CH2:32]2)=[O:28])=[CH:25][N:24]=1)[NH2:22], predict the reaction product. (6) Given the reactants [K].C([O:9][C:10]1[CH:15]=[C:14]([CH2:16][C:17]([CH3:27])([CH3:26])[C:18](=[O:25])[C:19]2[CH:24]=[CH:23][CH:22]=[CH:21][CH:20]=2)[CH:13]=[CH:12][C:11]=1[N:28]1[S:32](=[O:34])(=[O:33])[NH:31][C:30](=[O:35])[CH2:29]1)C1C=CC=CC=1, predict the reaction product. The product is: [CH3:26][C:17]([CH3:27])([C:18](=[O:25])[C:19]1[CH:20]=[CH:21][CH:22]=[CH:23][CH:24]=1)[CH2:16][C:14]1[CH:13]=[CH:12][C:11]([N:28]2[S:32](=[O:34])(=[O:33])[NH:31][C:30](=[O:35])[CH2:29]2)=[C:10]([OH:9])[CH:15]=1.